This data is from Reaction yield outcomes from USPTO patents with 853,638 reactions. The task is: Predict the reaction yield, written as a fraction of the theoretical maximum amount of product (1.0 means a 100% yield; for example, 0.34 means a 34% yield). (1) The reactants are Cl.[NH2:2][C@H:3]([C:14]([O:16][CH3:17])=[O:15])[CH2:4][C:5]1[C:13]2[C:8](=[CH:9][CH:10]=[CH:11][CH:12]=2)[NH:7][CH:6]=1.C(N(CC)CC)C.[F:25][C:26]1[CH:27]=[C:28]([CH:34]=[CH:35][CH:36]=1)[CH:29]=[CH:30][C:31](O)=[O:32].CCN=C=NCCCN(C)C.Cl. The catalyst is C(Cl)Cl. The product is [F:25][C:26]1[CH:27]=[C:28]([CH:29]=[CH:30][C:31]([NH:2][C@H:3]([C:14]([O:16][CH3:17])=[O:15])[CH2:4][C:5]2[C:13]3[C:8](=[CH:9][CH:10]=[CH:11][CH:12]=3)[NH:7][CH:6]=2)=[O:32])[CH:34]=[CH:35][CH:36]=1. The yield is 0.740. (2) The reactants are [Cl:1][C:2]1[CH:7]=[CH:6][C:5]([C:8]2[N:9]([CH2:23][C@H:24]([OH:29])[C:25]([F:28])([F:27])[F:26])[C:10](=[O:22])[N:11]([CH2:13][C:14]3[N:18]=[C:17]([CH:19]([OH:21])[CH3:20])[NH:16][N:15]=3)[N:12]=2)=[CH:4][CH:3]=1.[Cl:30][C:31]1[CH:36]=[C:35]([F:37])[CH:34]=[CH:33][C:32]=1B(O)O.B(O)O. The catalyst is N1C=CC=CC=1.C([O-])(=O)C.[Cu+2].C([O-])(=O)C. The product is [Cl:30][C:31]1[CH:36]=[C:35]([F:37])[CH:34]=[CH:33][C:32]=1[N:16]1[C:17]([CH:19]([OH:21])[CH3:20])=[N:18][C:14]([CH2:13][N:11]2[C:10](=[O:22])[N:9]([CH2:23][C@H:24]([OH:29])[C:25]([F:26])([F:28])[F:27])[C:8]([C:5]3[CH:4]=[CH:3][C:2]([Cl:1])=[CH:7][CH:6]=3)=[N:12]2)=[N:15]1. The yield is 0.137. (3) The reactants are [Cl:1][C:2]1[CH:10]=[C:6]([C:7]([OH:9])=O)[C:5]([OH:11])=[CH:4][CH:3]=1.[NH2:12][C:13]1[S:14][CH:15]=[C:16]([C:18]2[CH:23]=[CH:22][CH:21]=[C:20]([C:24]([F:27])([F:26])[F:25])[CH:19]=2)[N:17]=1. No catalyst specified. The product is [Cl:1][C:2]1[CH:3]=[CH:4][C:5]([OH:11])=[C:6]([CH:10]=1)[C:7]([NH:12][C:13]1[S:14][CH:15]=[C:16]([C:18]2[CH:23]=[CH:22][CH:21]=[C:20]([C:24]([F:27])([F:25])[F:26])[CH:19]=2)[N:17]=1)=[O:9]. The yield is 0.310. (4) The reactants are [CH2:1]([C:3]1[CH:4]=[CH:5][CH:6]=[C:7]2[C:12]=1[N:11]=[C:10]([C:13]1[CH:18]=[CH:17][C:16]([OH:19])=[CH:15][CH:14]=1)[CH:9]=[C:8]2[C:20]1[CH:25]=[CH:24][CH:23]=[CH:22][CH:21]=1)[CH3:2].C([O-])([O-])=O.[K+].[K+].Cl[CH2:33][C:34]([NH2:36])=[O:35]. The catalyst is CC(C)=O. The product is [CH2:1]([C:3]1[CH:4]=[CH:5][CH:6]=[C:7]2[C:12]=1[N:11]=[C:10]([C:13]1[CH:18]=[CH:17][C:16]([O:19][CH2:33][C:34]([NH2:36])=[O:35])=[CH:15][CH:14]=1)[CH:9]=[C:8]2[C:20]1[CH:25]=[CH:24][CH:23]=[CH:22][CH:21]=1)[CH3:2]. The yield is 0.420. (5) The yield is 0.110. The catalyst is CO.C1COCC1.C(Cl)(Cl)Cl. The reactants are [N:1]12[CH2:8][CH2:7][C:4]([O:9][C:10](=[O:44])[NH:11][C:12]3[CH:17]=[C:16]([CH2:18][CH2:19][CH2:20][N:21]([C:23](=[O:37])[CH2:24][O:25][C:26]4[CH:31]=[C:30]([O:32][CH3:33])[C:29]([CH:34]=O)=[CH:28][C:27]=4[Cl:36])[CH3:22])[CH:15]=[CH:14][C:13]=3[C:38]3[CH:43]=[CH:42][CH:41]=[CH:40][CH:39]=3)([CH2:5][CH2:6]1)[CH2:3][CH2:2]2.C(O)(=O)C.[NH2:49][CH2:50][C@@H:51]([C:60]1[CH:69]=[CH:68][C:67]([OH:70])=[C:66]2[C:61]=1[CH:62]=[CH:63][C:64](=[O:71])[NH:65]2)[O:52][Si:53]([C:56]([CH3:59])([CH3:58])[CH3:57])([CH3:55])[CH3:54].C(O[BH-](OC(=O)C)OC(=O)C)(=O)C.[Na+].C(=O)(O)[O-].[Na+]. The product is [N:1]12[CH2:8][CH2:7][C:4]([O:9][C:10](=[O:44])[NH:11][C:12]3[CH:17]=[C:16]([CH2:18][CH2:19][CH2:20][N:21]([C:23](=[O:37])[CH2:24][O:25][C:26]4[CH:31]=[C:30]([O:32][CH3:33])[C:29]([CH2:34][NH:49][CH2:50][CH:51]([O:52][Si:53]([C:56]([CH3:59])([CH3:58])[CH3:57])([CH3:55])[CH3:54])[C:60]5[CH:69]=[CH:68][C:67]([OH:70])=[C:66]6[C:61]=5[CH:62]=[CH:63][C:64](=[O:71])[NH:65]6)=[CH:28][C:27]=4[Cl:36])[CH3:22])[CH:15]=[CH:14][C:13]=3[C:38]3[CH:43]=[CH:42][CH:41]=[CH:40][CH:39]=3)([CH2:5][CH2:6]1)[CH2:3][CH2:2]2. (6) The reactants are C([N:8]1[CH2:14][C:13]2[CH:15]=[CH:16][C:17]([F:22])=[C:18]([CH:19]3[CH2:21][CH2:20]3)[C:12]=2[O:11][CH2:10][CH2:9]1)C1C=CC=CC=1.[Cl:23]C(OC(Cl)C)=O. The catalyst is C1(C)C=CC=CC=1. The product is [ClH:23].[CH:19]1([C:18]2[C:12]3[O:11][CH2:10][CH2:9][NH:8][CH2:14][C:13]=3[CH:15]=[CH:16][C:17]=2[F:22])[CH2:21][CH2:20]1. The yield is 0.885. (7) The product is [NH2:44][C@H:57]([C:38]1[CH:39]=[CH:40][CH:41]=[CH:42][CH:43]=1)[CH2:58][N:12]1[C:13](=[O:14])[C:8]([C:3]2[CH:4]=[CH:5][CH:6]=[CH:7][C:2]=2[F:1])=[C:9]2[S:18][CH2:17][C@H:16]([C:19]3[CH:20]=[CH:21][CH:22]=[CH:23][CH:24]=3)[N:10]2[C:11]1=[O:15]. The yield is 0.700. The reactants are [F:1][C:2]1[CH:7]=[CH:6][CH:5]=[CH:4][C:3]=1[C:8]1[C:13](=[O:14])[NH:12][C:11](=[O:15])[N:10]2[C@@H:16]([C:19]3[CH:24]=[CH:23][CH:22]=[CH:21][CH:20]=3)[CH2:17][S:18][C:9]=12.[C:38]1(P([C:38]2[CH:43]=[CH:42][CH:41]=[CH:40][CH:39]=2)[C:38]2[CH:43]=[CH:42][CH:41]=[CH:40][CH:39]=2)[CH:43]=[CH:42][CH:41]=[CH:40][CH:39]=1.[N:44](C(OCC)=O)=NC(OCC)=O.F[C:57](F)(F)[C:58](O)=O. The catalyst is C1COCC1.ClCCl.